Dataset: Peptide-MHC class I binding affinity with 185,985 pairs from IEDB/IMGT. Task: Regression. Given a peptide amino acid sequence and an MHC pseudo amino acid sequence, predict their binding affinity value. This is MHC class I binding data. (1) The peptide sequence is MPASWVMRI. The MHC is HLA-A30:02 with pseudo-sequence HLA-A30:02. The binding affinity (normalized) is 0. (2) The peptide sequence is PTPEEIPDF. The MHC is Mamu-A01 with pseudo-sequence Mamu-A01. The binding affinity (normalized) is 0.781. (3) The peptide sequence is LIRILQRAL. The MHC is Mamu-A2601 with pseudo-sequence Mamu-A2601. The binding affinity (normalized) is 1.00. (4) The peptide sequence is MFRTAFGGKY. The MHC is H-2-Kb with pseudo-sequence H-2-Kb. The binding affinity (normalized) is 0. (5) The peptide sequence is CEALLADGL. The MHC is HLA-A24:03 with pseudo-sequence HLA-A24:03. The binding affinity (normalized) is 0.0847. (6) The peptide sequence is MLNRVQILM. The MHC is HLA-A02:02 with pseudo-sequence HLA-A02:02. The binding affinity (normalized) is 0.856. (7) The MHC is Mamu-A01 with pseudo-sequence Mamu-A01. The binding affinity (normalized) is 0.123. The peptide sequence is VSPIHTPPPA.